This data is from Catalyst prediction with 721,799 reactions and 888 catalyst types from USPTO. The task is: Predict which catalyst facilitates the given reaction. Reactant: [Cl:1][C:2]1[CH:3]=[CH:4][C:5]([O:14][CH2:15][C:16]([N:18]2[CH2:23][C@H:22]([CH3:24])[N:21]([CH2:25][C:26]3[CH:31]=[CH:30][C:29]([F:32])=[CH:28][CH:27]=3)[CH2:20][C@H:19]2[CH3:33])=[O:17])=[C:6]([CH:13]=1)[CH2:7][O:8][CH2:9][C:10](O)=[O:11].[CH:34]1(N=C=NC2CCCCC2)CCCCC1.C[S:50]([NH2:53])(=[O:52])=[O:51]. Product: [Cl:1][C:2]1[CH:3]=[CH:4][C:5]([O:14][CH2:15][C:16]([N:18]2[CH2:23][C@H:22]([CH3:24])[N:21]([CH2:25][C:26]3[CH:27]=[CH:28][C:29]([F:32])=[CH:30][CH:31]=3)[CH2:20][C@H:19]2[CH3:33])=[O:17])=[C:6]([CH:13]=1)[CH2:7][O:8][CH:9]([C:10](=[O:11])[CH3:34])[S:50]([NH2:53])(=[O:52])=[O:51]. The catalyst class is: 112.